This data is from Catalyst prediction with 721,799 reactions and 888 catalyst types from USPTO. The task is: Predict which catalyst facilitates the given reaction. (1) Reactant: [C:1]([C:3]([CH3:41])([CH3:40])[CH2:4][NH:5][C:6]([C:8]1[S:9][C:10]([C:22]2[CH:27]=[CH:26][C:25]([C:28]([OH:37])([C:33]([F:36])([F:35])[F:34])[C:29]([F:32])([F:31])[F:30])=[C:24]([Cl:38])[C:23]=2[Cl:39])=[C:11]([C:13]([N:15]2[CH2:20][CH2:19][CH2:18][CH2:17][C@@H:16]2[CH3:21])=[O:14])[N:12]=1)=[O:7])#[N:2].CC[O-].[Na+].Cl.[NH2:47][OH:48].O. Product: [NH2:2][C:1](=[N:47][OH:48])[C:3]([CH3:40])([CH3:41])[CH2:4][NH:5][C:6]([C:8]1[S:9][C:10]([C:22]2[CH:27]=[CH:26][C:25]([C:28]([OH:37])([C:33]([F:36])([F:35])[F:34])[C:29]([F:30])([F:31])[F:32])=[C:24]([Cl:38])[C:23]=2[Cl:39])=[C:11]([C:13]([N:15]2[CH2:20][CH2:19][CH2:18][CH2:17][C@@H:16]2[CH3:21])=[O:14])[N:12]=1)=[O:7]. The catalyst class is: 14. (2) Reactant: Cl[CH2:2][C:3](Cl)=[O:4].Cl.Cl.[Cl:8][C:9]1[C:10]([F:35])=[C:11]([CH:32]=[CH:33][CH:34]=1)[NH:12][C:13]1[C:22]2[C:17](=[CH:18][C:19]([O:30][CH3:31])=[C:20]([O:23][CH:24]3[CH2:29][CH2:28][CH2:27][NH:26][CH2:25]3)[CH:21]=2)[N:16]=[CH:15][N:14]=1.C(N(C(C)C)CC)(C)C.Cl.[F:46][C:47]1([F:52])[CH2:51][CH2:50][NH:49][CH2:48]1. Product: [Cl:8][C:9]1[C:10]([F:35])=[C:11]([CH:32]=[CH:33][CH:34]=1)[NH:12][C:13]1[C:22]2[C:17](=[CH:18][C:19]([O:30][CH3:31])=[C:20]([O:23][CH:24]3[CH2:29][CH2:28][CH2:27][N:26]([C:3](=[O:4])[CH2:2][N:49]4[CH2:50][CH2:51][C:47]([F:52])([F:46])[CH2:48]4)[CH2:25]3)[CH:21]=2)[N:16]=[CH:15][N:14]=1. The catalyst class is: 2. (3) Reactant: Cl.[CH3:2][O:3][C@@H:4]1[C@H:9]([CH2:10][OH:11])[CH2:8][CH2:7][NH:6][CH2:5]1.[C:12](=O)([O:18]C1C=CC([N+]([O-])=O)=CC=1)[O:13][C:14]1([CH3:17])[CH2:16][CH2:15]1.C(N(CC)CC)C. Product: [OH:11][CH2:10][C@@H:9]1[CH2:8][CH2:7][N:6]([C:12]([O:13][C:14]2([CH3:17])[CH2:16][CH2:15]2)=[O:18])[CH2:5][C@@H:4]1[O:3][CH3:2]. The catalyst class is: 4. (4) Reactant: [Cl:1][C:2]1[N:7]=[C:6](Cl)[CH:5]=[CH:4][N:3]=1.[N+:9]([C:12]1[C:13]([CH3:19])=[CH:14][C:15]([OH:18])=[CH:16][CH:17]=1)([O-:11])=[O:10].[OH-].[Na+]. Product: [Cl:1][C:2]1[N:7]=[C:6]([O:18][C:15]2[CH:16]=[CH:17][C:12]([N+:9]([O-:11])=[O:10])=[C:13]([CH3:19])[CH:14]=2)[CH:5]=[CH:4][N:3]=1. The catalyst class is: 18.